From a dataset of Forward reaction prediction with 1.9M reactions from USPTO patents (1976-2016). Predict the product of the given reaction. (1) The product is: [O:14]([C:21]1[CH:22]=[CH:23][C:24]([CH2:25][NH:26][C:4](=[O:6])[C:3]2[CH:7]=[CH:8][C:9]([CH2:11][O:12][CH3:13])=[N:10][C:2]=2[NH2:1])=[CH:27][CH:28]=1)[C:15]1[CH:20]=[CH:19][CH:18]=[CH:17][CH:16]=1. Given the reactants [NH2:1][C:2]1[N:10]=[C:9]([CH2:11][O:12][CH3:13])[CH:8]=[CH:7][C:3]=1[C:4]([OH:6])=O.[O:14]([C:21]1[CH:28]=[CH:27][C:24]([CH2:25][NH2:26])=[CH:23][CH:22]=1)[C:15]1[CH:20]=[CH:19][CH:18]=[CH:17][CH:16]=1.C(N(CC)CC)C.CN([P+](ON1N=NC2C=CC=CC1=2)(N(C)C)N(C)C)C.F[P-](F)(F)(F)(F)F, predict the reaction product. (2) Given the reactants Br[C:2]1[CH:3]=[C:4]([CH3:21])[C:5]([C:8]2[CH:13]=[CH:12][C:11]([O:14][C:15]([F:18])([F:17])[F:16])=[CH:10][C:9]=2[O:19][CH3:20])=[N:6][CH:7]=1.[CH3:22][O:23][CH2:24][C@@H:25]([NH2:27])[CH3:26].C1C=CC(P(C2C(C3C(P(C4C=CC=CC=4)C4C=CC=CC=4)=CC=C4C=3C=CC=C4)=C3C(C=CC=C3)=CC=2)C2C=CC=CC=2)=CC=1.CC([O-])(C)C.[Na+], predict the reaction product. The product is: [CH3:22][O:23][CH2:24][C@@H:25]([NH:27][C:2]1[CH:7]=[N:6][C:5]([C:8]2[CH:13]=[CH:12][C:11]([O:14][C:15]([F:18])([F:17])[F:16])=[CH:10][C:9]=2[O:19][CH3:20])=[C:4]([CH3:21])[CH:3]=1)[CH3:26]. (3) Given the reactants CC1(C)[O:9][C:8](=[O:10])[C:5]2([CH2:7][CH2:6]2)[C:4](=[O:11])O1.[F:13][C:14]1[CH:19]=[CH:18][C:17]([NH2:20])=[CH:16][CH:15]=1.O, predict the reaction product. The product is: [F:13][C:14]1[CH:19]=[CH:18][C:17]([N:20]2[CH2:6][CH2:7][CH:5]([C:8]([OH:9])=[O:10])[C:4]2=[O:11])=[CH:16][CH:15]=1.